Dataset: Reaction yield outcomes from USPTO patents with 853,638 reactions. Task: Predict the reaction yield, written as a fraction of the theoretical maximum amount of product (1.0 means a 100% yield; for example, 0.34 means a 34% yield). (1) The reactants are [C-]#N.[Na+].C1(C)C=CC=CC=1.C[NH:12][CH2:13][CH2:14]NC.Br[C:18]1[CH:19]=[C:20]([O:26][CH3:27])[C:21]([O:24][CH3:25])=[CH:22]C=1. The catalyst is N.[Cu]I. The product is [CH3:25][O:24][C:21]1[CH:22]=[C:14]([CH:18]=[CH:19][C:20]=1[O:26][CH3:27])[C:13]#[N:12]. The yield is 0.910. (2) The catalyst is CO. The product is [CH2:1]([O:5][C:6](=[O:28])[C:7]([C:10]1[CH:19]=[C:18]2[C:13]([C@@H:14]3[CH2:25][C@H:24]([OH:26])[CH2:23][CH2:22][C@H:15]3[C:16]([CH3:21])([CH3:20])[O:17]2)=[C:12]([OH:27])[CH:11]=1)([CH3:9])[CH3:8])[CH2:2][CH2:3][CH3:4]. The yield is 0.840. The reactants are [CH2:1]([O:5][C:6](=[O:28])[C:7]([C:10]1[CH:19]=[C:18]2[C:13]([C@@H:14]3[CH2:25][C:24](=[O:26])[CH2:23][CH2:22][C@H:15]3[C:16]([CH3:21])([CH3:20])[O:17]2)=[C:12]([OH:27])[CH:11]=1)([CH3:9])[CH3:8])[CH2:2][CH2:3][CH3:4].[BH4-].[Na+]. (3) The catalyst is C1COCC1.N1C=CC=CC=1. The yield is 0.450. The product is [Cl:25][C:26]1[CH:27]=[CH:28][C:29]([S:32][C:33]2[C:41]3[C:36](=[CH:37][CH:38]=[CH:39][C:40]=3[CH3:42])[NH:35][C:34]=2[C:43]([O:45][C:2]2[CH:3]=[CH:4][CH:5]=[CH:6][CH:7]=2)=[O:44])=[CH:30][CH:31]=1. The reactants are Cl[C:2]1[CH:3]=[C:4](SC2[C:7]3[C:2](=[CH:3][C:4](C)=[CH:5][CH:6]=3)NC=2CCC(N)=O)[CH:5]=[C:6](Cl)[CH:7]=1.[Cl:25][C:26]1[CH:31]=[CH:30][C:29]([S:32][C:33]2[C:41]3[C:36](=[CH:37][CH:38]=[CH:39][C:40]=3[CH3:42])[NH:35][C:34]=2[C:43]([OH:45])=[O:44])=[CH:28][CH:27]=1.C(Cl)(=O)C(Cl)=O.C1(O)C=CC=CC=1. (4) The product is [CH2:7]([N:14]1[CH2:15][C@@H:16]2[C@@H:17]([CH2:19][NH:20][CH2:21]2)[CH2:18]1)[C:8]1[CH:13]=[CH:12][CH:11]=[CH:10][CH:9]=1. The reactants are [H-].[H-].[H-].[H-].[Li+].[Al+3].[CH2:7]([N:14]1[CH2:18][C@@H:17]2[C:19](=O)[NH:20][C:21](=O)[C@@H:16]2[CH2:15]1)[C:8]1[CH:13]=[CH:12][CH:11]=[CH:10][CH:9]=1. The yield is 0.880. The catalyst is C1COCC1. (5) The reactants are [H-].[Na+].P(=O)([O-])O[C:5](CC)(CC)[C:6]#[N:7].[C:14]1(=O)[CH2:19][CH2:18][CH2:17][CH2:16][CH2:15]1. The catalyst is O1CCCC1. The product is [C:14]1(=[CH:5][C:6]#[N:7])[CH2:19][CH2:18][CH2:17][CH2:16][CH2:15]1. The yield is 0.670. (6) The reactants are N1C=CC=CC=1.Cl.CN(C)CCCN=C=NCC.[C:19]([OH:23])(=O)[CH:20]=[CH2:21].[NH2:24][CH2:25][CH2:26][C:27]([NH:29][C:30]1[CH:31]=[C:32]2[C:37](=[CH:38][CH:39]=1)[N:36]=[CH:35][N:34]=[C:33]2[NH:40][C:41]1[CH:46]=[CH:45][C:44]([O:47][CH2:48][C:49]2[CH:50]=[N:51][CH:52]=[CH:53][CH:54]=2)=[C:43]([Cl:55])[CH:42]=1)=[O:28]. The catalyst is C1COCC1. The product is [Cl:55][C:43]1[CH:42]=[C:41]([NH:40][C:33]2[C:32]3[C:37](=[CH:38][CH:39]=[C:30]([NH:29][C:27]([CH2:26][CH2:25][NH:24][C:19](=[O:23])[CH:20]=[CH2:21])=[O:28])[CH:31]=3)[N:36]=[CH:35][N:34]=2)[CH:46]=[CH:45][C:44]=1[O:47][CH2:48][C:49]1[CH:50]=[N:51][CH:52]=[CH:53][CH:54]=1. The yield is 0.180.